Predict the product of the given reaction. From a dataset of Forward reaction prediction with 1.9M reactions from USPTO patents (1976-2016). (1) Given the reactants Cl[C:2]1[C:3]2[C:10]([C:11]3[CH:12]=[C:13]([CH:16]=[CH:17][CH:18]=3)[C:14]#[N:15])=[C:9]([CH3:19])[N:8]([CH2:20][O:21][CH2:22][CH2:23][Si:24]([CH3:27])([CH3:26])[CH3:25])[C:4]=2[N:5]=[CH:6][N:7]=1.[NH:28]1[CH2:33][CH2:32][O:31][CH2:30][CH2:29]1.C(N(CC)C(C)C)(C)C, predict the reaction product. The product is: [CH3:19][C:9]1[N:8]([CH2:20][O:21][CH2:22][CH2:23][Si:24]([CH3:26])([CH3:27])[CH3:25])[C:4]2[N:5]=[CH:6][N:7]=[C:2]([N:28]3[CH2:33][CH2:32][O:31][CH2:30][CH2:29]3)[C:3]=2[C:10]=1[C:11]1[CH:12]=[C:13]([CH:16]=[CH:17][CH:18]=1)[C:14]#[N:15]. (2) Given the reactants Br[C:2]1[CH:7]=[CH:6][C:5]([C:8]2[N:12]([CH2:13][C@@H:14]3[CH2:18][CH2:17][N:16]([C:19]([CH:21]4[CH2:23][CH2:22]4)=[O:20])[CH2:15]3)[C:11]3[CH:24]=[CH:25][CH:26]=[CH:27][C:10]=3[N:9]=2)=[CH:4][CH:3]=1.CC1(C)C(C)(C)OB([C:36]2[CH:37]=[CH:38][C:39]3[O:43][CH:42]=[CH:41][C:40]=3[CH:44]=2)O1.C(=O)([O-])[O-].[Na+].[Na+].O, predict the reaction product. The product is: [O:43]1[C:39]2[CH:38]=[CH:37][C:36]([C:2]3[CH:7]=[CH:6][C:5]([C:8]4[N:12]([CH2:13][C@@H:14]5[CH2:18][CH2:17][N:16]([C:19]([CH:21]6[CH2:22][CH2:23]6)=[O:20])[CH2:15]5)[C:11]5[CH:24]=[CH:25][CH:26]=[CH:27][C:10]=5[N:9]=4)=[CH:4][CH:3]=3)=[CH:44][C:40]=2[CH:41]=[CH:42]1.